This data is from Catalyst prediction with 721,799 reactions and 888 catalyst types from USPTO. The task is: Predict which catalyst facilitates the given reaction. (1) Reactant: [Br:1][C:2]1[S:6][C:5]2[CH2:7][CH2:8][CH2:9][C:10]3([C:14](=[O:15])[NH:13][C:12](=O)[NH:11]3)[C:4]=2[CH:3]=1.COC1C=CC(P2(=S)SP(=S)(C3C=CC(OC)=CC=3)[S:26]2)=CC=1. Product: [Br:1][C:2]1[S:6][C:5]2[CH2:7][CH2:8][CH2:9][C:10]3([C:14](=[O:15])[NH:13][C:12](=[S:26])[NH:11]3)[C:4]=2[CH:3]=1. The catalyst class is: 12. (2) Reactant: [CH3:1][C@H:2]([O:6][C:7]1[N:15]=[C:14]2[C:10]([N:11]=[C:12]([O:28]C)[N:13]2[CH2:16][CH2:17][CH2:18][CH2:19][CH2:20][NH:21][CH:22]2[CH2:27][CH2:26][O:25][CH2:24][CH2:23]2)=[C:9]([NH2:30])[N:8]=1)[CH2:3][CH2:4][CH3:5].Cl.O1CCOCC1. Product: [NH2:30][C:9]1[N:8]=[C:7]([O:6][C@@H:2]([CH3:1])[CH2:3][CH2:4][CH3:5])[N:15]=[C:14]2[C:10]=1[NH:11][C:12](=[O:28])[N:13]2[CH2:16][CH2:17][CH2:18][CH2:19][CH2:20][NH:21][CH:22]1[CH2:27][CH2:26][O:25][CH2:24][CH2:23]1. The catalyst class is: 5.